Dataset: Reaction yield outcomes from USPTO patents with 853,638 reactions. Task: Predict the reaction yield, written as a fraction of the theoretical maximum amount of product (1.0 means a 100% yield; for example, 0.34 means a 34% yield). (1) The reactants are C1(S([N:10]2[C:18]3[C:13](=[CH:14][C:15]([Cl:19])=[CH:16][CH:17]=3)[CH:12]=[C:11]2[S:20]([N:23]2[CH2:28][CH2:27][N:26]([C:29]([CH:31]3[CH2:36][CH2:35][N:34]([C:37]4[CH:38]=[CH:39][C:40](=[O:44])[N:41]([CH3:43])[N:42]=4)[CH2:33][CH2:32]3)=[O:30])[CH2:25][CH:24]2[OH:45])(=[O:22])=[O:21])(=O)=O)C=CC=CC=1.[F-].C([N+](CCCC)(CCCC)CCCC)CCC. The catalyst is O1CCCC1. The product is [Cl:19][C:15]1[CH:14]=[C:13]2[C:18](=[CH:17][CH:16]=1)[NH:10][C:11]([S:20]([N:23]1[CH2:28][CH2:27][N:26]([C:29]([CH:31]3[CH2:32][CH2:33][N:34]([C:37]4[CH:38]=[CH:39][C:40](=[O:44])[N:41]([CH3:43])[N:42]=4)[CH2:35][CH2:36]3)=[O:30])[CH2:25][CH:24]1[OH:45])(=[O:22])=[O:21])=[CH:12]2. The yield is 0.480. (2) The reactants are [CH3:1][O:2][C:3](=[O:15])[CH:4]([NH:7][C:8]([O:10][C:11]([CH3:14])([CH3:13])[CH3:12])=[O:9])[CH2:5][OH:6].[C:16]1(C)[CH:21]=CC(S(O)(=O)=O)=C[CH:17]=1.C(N(CC)CC)C. The catalyst is ClCCl.COC(OC)(C)C. The product is [CH3:1][O:2][C:3]([C@@H:4]1[CH2:5][O:6][C:16]([CH3:21])([CH3:17])[N:7]1[C:8]([O:10][C:11]([CH3:12])([CH3:14])[CH3:13])=[O:9])=[O:15]. The yield is 0.920. (3) The catalyst is C1COCC1.CO. The product is [NH2:6][C:7]1[S:11][C:10]2[C:12]([O:17][CH2:18][CH2:19][N:20]([CH2:21][CH3:22])[CH2:23][CH3:24])=[C:13]([Br:16])[CH:14]=[CH:15][C:9]=2[C:8]=1[C:25]([O:27][CH2:28][CH3:29])=[O:26]. The yield is 0.780. The reactants are [OH-].[Na+].C([NH:6][C:7]1[S:11][C:10]2[C:12]([O:17][CH2:18][CH2:19][N:20]([CH2:23][CH3:24])[CH2:21][CH3:22])=[C:13]([Br:16])[CH:14]=[CH:15][C:9]=2[C:8]=1[C:25]([O:27][CH2:28][CH3:29])=[O:26])(=O)C. (4) The yield is 0.250. The catalyst is C1COCC1.O. The product is [CH:1]([N:4]1[C:9](=[O:10])[CH:8]([CH2:16][C:17](=[O:18])[C:19]2[CH:24]=[CH:23][CH:22]=[CH:21][CH:20]=2)[C:7](=[O:11])[NH:6][C:5]1=[O:12])([CH3:3])[CH3:2]. The reactants are [CH:1]([N:4]1[C:9](=[O:10])[CH2:8][C:7](=[O:11])[NH:6][C:5]1=[O:12])([CH3:3])[CH3:2].[H-].[Na+].Br[CH2:16][C:17]([C:19]1[CH:24]=[CH:23][CH:22]=[CH:21][CH:20]=1)=[O:18]. (5) The reactants are [Cl:1][C:2]1[CH:3]=[C:4]([CH2:22][OH:23])[C:5]([CH:8]([NH:14][C:15](=[O:21])[O:16][C:17]([CH3:20])([CH3:19])[CH3:18])[CH:9]2[CH2:13][CH2:12][O:11][CH2:10]2)=[N:6][CH:7]=1.CCN(CC)CC.[C:31]1([CH3:41])[CH:36]=[CH:35][C:34]([S:37]([Cl:40])(=[O:39])=[O:38])=[CH:33][CH:32]=1. The catalyst is C(Cl)Cl. The product is [CH3:41][C:31]1[CH:36]=[CH:35][C:34]([S:37]([O:23][CH2:22][C:4]2[C:5]([CH:8]([NH:14][C:15]([O:16][C:17]([CH3:20])([CH3:18])[CH3:19])=[O:21])[CH:9]3[CH2:13][CH2:12][O:11][CH2:10]3)=[N:6][CH:7]=[C:2]([Cl:1])[CH:3]=2)(=[O:39])=[O:38])=[CH:33][CH:32]=1.[Cl:1][C:2]1[CH:3]=[C:4]([CH2:22][Cl:40])[C:5]([CH:8]([NH:14][C:15](=[O:21])[O:16][C:17]([CH3:20])([CH3:19])[CH3:18])[CH:9]2[CH2:13][CH2:12][O:11][CH2:10]2)=[N:6][CH:7]=1. The yield is 0.540. (6) The reactants are [NH2:1][C:2]1[CH:20]=[CH:19][C:5]([CH2:6][C:7]([CH3:18])([C:13]([O:15][CH2:16][CH3:17])=[O:14])[C:8]([O:10][CH2:11][CH3:12])=[O:9])=[CH:4][CH:3]=1.Cl[CH2:22][CH2:23][NH:24][CH2:25][CH2:26]Cl.Cl. The catalyst is C1(C)C(C)=CC=CC=1. The product is [N:1]1([C:2]2[CH:3]=[CH:4][C:5]([CH2:6][C:7]([CH3:18])([C:13]([O:15][CH2:16][CH3:17])=[O:14])[C:8]([O:10][CH2:11][CH3:12])=[O:9])=[CH:19][CH:20]=2)[CH2:26][CH2:25][NH:24][CH2:23][CH2:22]1. The yield is 0.763.